From a dataset of Full USPTO retrosynthesis dataset with 1.9M reactions from patents (1976-2016). Predict the reactants needed to synthesize the given product. (1) Given the product [F:15][C:13]1[CH:12]=[CH:11][C:7]2[C:8](=[O:9])[NH:10][N:1]=[N:5][C:6]=2[CH:14]=1, predict the reactants needed to synthesize it. The reactants are: [N:1]([O-])=O.[Na+].[NH2:5][C:6]1[CH:14]=[C:13]([F:15])[CH:12]=[CH:11][C:7]=1[C:8]([NH2:10])=[O:9]. (2) Given the product [Cl-:1].[Cl-:1].[C:39]([C:43]1[CH:44]=[C:45]([N+:24]2[CH:23]=[CH:22][C:21]([C:18]3[CH:17]=[CH:16][N+:15]([C:48]4[CH:47]=[CH:45][CH:44]=[C:43]([C:39]([CH3:42])([CH3:41])[CH3:40])[CH:49]=4)=[CH:20][CH:19]=3)=[CH:26][CH:25]=2)[CH:47]=[CH:48][CH:49]=1)([CH3:42])([CH3:41])[CH3:40], predict the reactants needed to synthesize it. The reactants are: [Cl-:1].[Cl-].[N+](C1C=C([N+]([O-])=O)C=CC=1[N+:15]1[CH:20]=[CH:19][C:18]([C:21]2[CH:26]=[CH:25][N+:24](C3C=CC([N+]([O-])=O)=CC=3[N+]([O-])=O)=[CH:23][CH:22]=2)=[CH:17][CH:16]=1)([O-])=O.[C:39]([C:43]1[CH:44]=[C:45]([CH:47]=[CH:48][CH:49]=1)N)([CH3:42])([CH3:41])[CH3:40].